Dataset: Full USPTO retrosynthesis dataset with 1.9M reactions from patents (1976-2016). Task: Predict the reactants needed to synthesize the given product. (1) Given the product [CH2:11]([O:13][C:14](=[O:23])[CH:15]([NH:22][C:1](=[O:8])[C:2]1[CH:7]=[CH:6][CH:5]=[CH:4][CH:3]=1)[CH2:16][S:17][C:18]([CH3:20])([CH3:19])[CH3:21])[CH3:12], predict the reactants needed to synthesize it. The reactants are: [C:1](Cl)(=[O:8])[C:2]1[CH:7]=[CH:6][CH:5]=[CH:4][CH:3]=1.Cl.[CH2:11]([O:13][C:14](=[O:23])[CH:15]([NH2:22])[CH2:16][S:17][C:18]([CH3:21])([CH3:20])[CH3:19])[CH3:12]. (2) Given the product [OH:3][CH:1]([C:4]1[CH:5]=[CH:6][C:7]([C:10]2[N:14]([CH3:15])[C:13]([C:16]#[N:17])=[CH:12][CH:11]=2)=[CH:8][CH:9]=1)[CH3:2], predict the reactants needed to synthesize it. The reactants are: [C:1]([C:4]1[CH:9]=[CH:8][C:7]([C:10]2[N:14]([CH3:15])[C:13]([C:16]#[N:17])=[CH:12][CH:11]=2)=[CH:6][CH:5]=1)(=[O:3])[CH3:2].[BH4-].[Na+]. (3) Given the product [N:24]([CH2:18][C:2]1([F:1])[CH2:7][CH2:6][N:5]([C:8]([O:10][CH2:11][C:12]2[CH:17]=[CH:16][CH:15]=[CH:14][CH:13]=2)=[O:9])[CH2:4][CH2:3]1)=[N+:25]=[N-:26], predict the reactants needed to synthesize it. The reactants are: [F:1][C:2]1([CH2:18]OS(C)(=O)=O)[CH2:7][CH2:6][N:5]([C:8]([O:10][CH2:11][C:12]2[CH:17]=[CH:16][CH:15]=[CH:14][CH:13]=2)=[O:9])[CH2:4][CH2:3]1.[N-:24]=[N+:25]=[N-:26].[Na+].